From a dataset of NCI-60 drug combinations with 297,098 pairs across 59 cell lines. Regression. Given two drug SMILES strings and cell line genomic features, predict the synergy score measuring deviation from expected non-interaction effect. (1) Drug 1: C1=CN(C(=O)N=C1N)C2C(C(C(O2)CO)O)O.Cl. Cell line: OVCAR-5. Synergy scores: CSS=44.2, Synergy_ZIP=-6.96, Synergy_Bliss=-2.44, Synergy_Loewe=1.75, Synergy_HSA=2.53. Drug 2: CS(=O)(=O)OCCCCOS(=O)(=O)C. (2) Cell line: HL-60(TB). Synergy scores: CSS=77.4, Synergy_ZIP=-0.311, Synergy_Bliss=-0.410, Synergy_Loewe=-24.5, Synergy_HSA=-0.872. Drug 1: CC=C1C(=O)NC(C(=O)OC2CC(=O)NC(C(=O)NC(CSSCCC=C2)C(=O)N1)C(C)C)C(C)C. Drug 2: C1CCC(C(C1)N)N.C(=O)(C(=O)[O-])[O-].[Pt+4]. (3) Drug 1: C1CC(=O)NC(=O)C1N2CC3=C(C2=O)C=CC=C3N. Drug 2: CC(C1=C(C=CC(=C1Cl)F)Cl)OC2=C(N=CC(=C2)C3=CN(N=C3)C4CCNCC4)N. Cell line: UACC62. Synergy scores: CSS=3.91, Synergy_ZIP=-2.42, Synergy_Bliss=-0.574, Synergy_Loewe=-0.716, Synergy_HSA=-0.696. (4) Drug 1: CCC1=CC2CC(C3=C(CN(C2)C1)C4=CC=CC=C4N3)(C5=C(C=C6C(=C5)C78CCN9C7C(C=CC9)(C(C(C8N6C)(C(=O)OC)O)OC(=O)C)CC)OC)C(=O)OC.C(C(C(=O)O)O)(C(=O)O)O. Drug 2: CCCCCOC(=O)NC1=NC(=O)N(C=C1F)C2C(C(C(O2)C)O)O. Cell line: KM12. Synergy scores: CSS=51.1, Synergy_ZIP=-1.00, Synergy_Bliss=-1.25, Synergy_Loewe=-63.9, Synergy_HSA=-0.790. (5) Drug 1: CN(C)N=NC1=C(NC=N1)C(=O)N. Drug 2: CC1=C(C=C(C=C1)NC(=O)C2=CC=C(C=C2)CN3CCN(CC3)C)NC4=NC=CC(=N4)C5=CN=CC=C5. Cell line: HOP-92. Synergy scores: CSS=-0.880, Synergy_ZIP=-1.45, Synergy_Bliss=-8.10, Synergy_Loewe=-9.03, Synergy_HSA=-7.66.